From a dataset of Full USPTO retrosynthesis dataset with 1.9M reactions from patents (1976-2016). Predict the reactants needed to synthesize the given product. Given the product [OH:8][CH2:9][CH:10]([CH2:12][OH:13])[OH:11].[C:1]([O-:6])(=[O:7])/[CH:2]=[CH:3]\[C:4]([O-:8])=[O:5], predict the reactants needed to synthesize it. The reactants are: [C:1]1(=[O:7])[O:6][C:4](=[O:5])[CH:3]=[CH:2]1.[OH:8][CH2:9][CH:10]([CH2:12][OH:13])[OH:11].